Predict the reaction yield, written as a fraction of the theoretical maximum amount of product (1.0 means a 100% yield; for example, 0.34 means a 34% yield). From a dataset of Reaction yield outcomes from USPTO patents with 853,638 reactions. (1) The reactants are Cl[C:2]1[C:3](F)=[C:4]([C:8]2[C:9]([OH:18])=[CH:10][C:11]3[C:16]([CH:17]=2)=[CH:15][CH:14]=[CH:13][CH:12]=3)[CH:5]=[CH:6][CH:7]=1.CN1CCCC1=O.C(=O)([O-])[O-].[K+].[K+].[ClH:33]. The catalyst is C(OCC)(=O)C.O. The product is [Cl:33][C:13]1[CH:14]=[CH:15][C:16]2[C:11](=[CH:10][C:9]3[O:18][C:3]4[CH:2]=[CH:7][CH:6]=[CH:5][C:4]=4[C:8]=3[CH:17]=2)[CH:12]=1. The yield is 0.230. (2) The yield is 0.686. The reactants are [CH2:1]([S:8][C:9]1[CH:10]=[CH:11][C:12]([NH:22][C:23]2[CH:28]=[CH:27][C:26]([Br:29])=[CH:25][C:24]=2[O:30][CH3:31])=[C:13](/[CH:15]=[CH:16]/[C:17]([O:19]CC)=O)[CH:14]=1)[C:2]1[CH:7]=[CH:6][CH:5]=[CH:4][CH:3]=1.CO.C[O-].[Na+]. The product is [CH2:1]([S:8][C:9]1[CH:14]=[C:13]2[C:12](=[CH:11][CH:10]=1)[N:22]([C:23]1[CH:28]=[CH:27][C:26]([Br:29])=[CH:25][C:24]=1[O:30][CH3:31])[C:17](=[O:19])[CH:16]=[CH:15]2)[C:2]1[CH:3]=[CH:4][CH:5]=[CH:6][CH:7]=1. The catalyst is C(Cl)Cl. (3) The reactants are [Br:1][C:2]1[CH:3]=[CH:4][C:5]([OH:11])=[C:6]([C:8](=[O:10])[CH3:9])[CH:7]=1.[CH3:12][O:13][C:14]1[CH:15]=[C:16]([CH:19]=[CH:20][CH:21]=1)[CH:17]=O. The catalyst is C(O)C.O. The product is [Br:1][C:2]1[CH:7]=[C:6]2[C:5](=[CH:4][CH:3]=1)[O:11][CH:17]([C:16]1[CH:19]=[CH:20][CH:21]=[C:14]([O:13][CH3:12])[CH:15]=1)[CH2:9][C:8]2=[O:10]. The yield is 0.180. (4) The reactants are [CH3:1][C:2]1[CH:3]=[C:4]([CH:8]=[CH:9][C:10]=1[N+:11]([O-:13])=[O:12])[C:5](O)=[O:6].C[CH2:15][N:16](C(C)C)[CH:17](C)C.CN(C(ON1N=NC2C=CC=NC1=2)=[N+](C)C)C.F[P-](F)(F)(F)(F)F.CNC. The catalyst is CN(C=O)C.O. The product is [CH3:15][N:16]([CH3:17])[C:5](=[O:6])[C:4]1[CH:8]=[CH:9][C:10]([N+:11]([O-:13])=[O:12])=[C:2]([CH3:1])[CH:3]=1. The yield is 0.732. (5) The reactants are [CH3:1][O:2][C:3]1[CH:4]=[C:5]2[C:10](=[CH:11][C:12]=1[O:13][CH3:14])[N:9]=[CH:8][CH:7]=[C:6]2[O:15][C:16]1[CH:22]=[CH:21][C:19]([NH2:20])=[C:18]([CH3:23])[C:17]=1[CH3:24].Cl[C:26](Cl)([O:28][C:29](=[O:35])OC(Cl)(Cl)Cl)Cl.[C:37]1(O)[CH:42]=[CH:41]C=[CH:39][CH:38]=1.C(=O)(O)[O-].[Na+]. The catalyst is C(Cl)Cl.C(N(CC)CC)C.C1(C)C=CC=CC=1. The product is [CH3:1][O:2][C:3]1[CH:4]=[C:5]2[C:10](=[CH:11][C:12]=1[O:13][CH3:14])[N:9]=[CH:8][CH:7]=[C:6]2[O:15][C:16]1[CH:22]=[CH:21][C:19]([NH:20][C:29](=[O:35])[O:28][C:26]2[CH:41]=[CH:42][CH:37]=[CH:38][CH:39]=2)=[C:18]([CH3:23])[C:17]=1[CH3:24]. The yield is 0.490.